This data is from Reaction yield outcomes from USPTO patents with 853,638 reactions. The task is: Predict the reaction yield, written as a fraction of the theoretical maximum amount of product (1.0 means a 100% yield; for example, 0.34 means a 34% yield). The yield is 0.860. The catalyst is CC(O)=O.C1COCC1.O. The reactants are [I:1][C:2]1[C:3]([O:20][CH2:21][CH2:22][O:23][Si](C)(C)C)=[CH:4][C:5]([CH:17]([CH3:19])[CH3:18])=[C:6]([CH:16]=1)[O:7][C:8]1[C:9]([NH2:15])=[N:10][C:11]([NH2:14])=[N:12][CH:13]=1. The product is [NH2:14][C:11]1[N:10]=[C:9]([NH2:15])[C:8]([O:7][C:6]2[C:5]([CH:17]([CH3:18])[CH3:19])=[CH:4][C:3]([O:20][CH2:21][CH2:22][OH:23])=[C:2]([I:1])[CH:16]=2)=[CH:13][N:12]=1.